This data is from Peptide-MHC class II binding affinity with 134,281 pairs from IEDB. The task is: Regression. Given a peptide amino acid sequence and an MHC pseudo amino acid sequence, predict their binding affinity value. This is MHC class II binding data. (1) The peptide sequence is ITAHLKRLWKMLDPR. The MHC is HLA-DQA10201-DQB10303 with pseudo-sequence HLA-DQA10201-DQB10303. The binding affinity (normalized) is 0. (2) The peptide sequence is DLGRNEVVNDVSTFS. The binding affinity (normalized) is 0.478. The MHC is DRB1_1001 with pseudo-sequence DRB1_1001. (3) The peptide sequence is MASRFMTDPHAMRDM. The MHC is DRB1_0101 with pseudo-sequence DRB1_0101. The binding affinity (normalized) is 0.384. (4) The peptide sequence is GIQTLMGRLEDGSPR. The MHC is DRB1_1501 with pseudo-sequence DRB1_1501. The binding affinity (normalized) is 0.334. (5) The peptide sequence is QAVELTARLNSLGEA. The MHC is HLA-DPA10201-DPB10101 with pseudo-sequence HLA-DPA10201-DPB10101. The binding affinity (normalized) is 0.379. (6) The binding affinity (normalized) is 0.573. The peptide sequence is GELQIVDKIDAAFSI. The MHC is DRB1_0802 with pseudo-sequence DRB1_0802. (7) The peptide sequence is APKYVRSAKLRL. The MHC is H-2-IAd with pseudo-sequence H-2-IAd. The binding affinity (normalized) is 0.0849. (8) The MHC is DRB1_0401 with pseudo-sequence DRB1_0401. The peptide sequence is LAARTLLAAADELVG. The binding affinity (normalized) is 0.528.